Dataset: Forward reaction prediction with 1.9M reactions from USPTO patents (1976-2016). Task: Predict the product of the given reaction. (1) Given the reactants [H-].[Na+].[C:3]([CH2:6][C:7](=[O:9])[CH3:8])(=[O:5])[CH3:4].CCCCCC.C([Li])CCC.[CH:21]([C:23]1[CH:30]=[CH:29][C:26]([CH2:27]Cl)=[CH:25][CH:24]=1)=[CH2:22].Cl, predict the reaction product. The product is: [CH:21]([C:23]1[CH:30]=[CH:29][C:26]([CH2:27][CH2:8][C:7](=[O:9])[CH2:6][C:3](=[O:5])[CH3:4])=[CH:25][CH:24]=1)=[CH2:22]. (2) Given the reactants [Si:1]([O:8][C@H:9]1[CH2:18][C:17]2([CH2:20][CH2:19]2)[CH2:16][C:15]2[N:14]=[C:13]([CH:21]3[CH2:25][CH2:24][CH2:23][CH2:22]3)[C:12]([C@H:26]([C:28]3[CH:33]=[CH:32][C:31]([C:34]([F:37])([F:36])[F:35])=[CH:30][CH:29]=3)O)=[C:11]([CH:38]3[CH2:43][CH2:42][CH2:41][CH2:40][CH2:39]3)[C:10]1=2)([C:4]([CH3:7])([CH3:6])[CH3:5])([CH3:3])[CH3:2].C(N(S(F)(F)[F:50])CC)C, predict the reaction product. The product is: [Si:1]([O:8][C@H:9]1[CH2:18][C:17]2([CH2:19][CH2:20]2)[CH2:16][C:15]2[N:14]=[C:13]([CH:21]3[CH2:25][CH2:24][CH2:23][CH2:22]3)[C:12]([C@@H:26]([F:50])[C:28]3[CH:29]=[CH:30][C:31]([C:34]([F:35])([F:36])[F:37])=[CH:32][CH:33]=3)=[C:11]([CH:38]3[CH2:43][CH2:42][CH2:41][CH2:40][CH2:39]3)[C:10]1=2)([C:4]([CH3:7])([CH3:5])[CH3:6])([CH3:2])[CH3:3]. (3) Given the reactants [C:1]([OH:9])(=[O:8])[CH2:2][CH2:3][CH2:4][CH2:5][C:6]#[CH:7].[Li]CCCC.[CH3:15][Si:16](Cl)([CH3:18])[CH3:17], predict the reaction product. The product is: [CH3:15][Si:16]([CH3:18])([CH3:17])[C:7]#[C:6][CH2:5][CH2:4][CH2:3][CH2:2][C:1]([OH:9])=[O:8]. (4) Given the reactants [CH3:1][O:2][C:3](=[O:23])[CH2:4][C:5]1[CH:10]=[CH:9][C:8]([O:11][CH3:12])=[C:7]([O:13][C:14]2[CH:19]=[CH:18][C:17]([Br:20])=[CH:16][C:15]=2[CH2:21]Br)[CH:6]=1.Cl[C:25]1[CH:30]=[CH:29][C:28]([C@@H:31]2[O:35][C:34](=[O:36])[NH:33][C@@H:32]2[CH3:37])=[CH:27][CH:26]=1, predict the reaction product. The product is: [CH3:1][O:2][C:3](=[O:23])[CH2:4][C:5]1[CH:10]=[CH:9][C:8]([O:11][CH3:12])=[C:7]([O:13][C:14]2[CH:19]=[CH:18][C:17]([Br:20])=[CH:16][C:15]=2[CH2:21][N:33]2[C@H:32]([CH3:37])[C@H:31]([C:28]3[CH:29]=[CH:30][CH:25]=[CH:26][CH:27]=3)[O:35][C:34]2=[O:36])[CH:6]=1. (5) Given the reactants [CH3:1][C:2]([CH3:27])([CH3:26])[C:3]([O:5][CH2:6][N:7]1[C:15]2[N:14]=[CH:13][NH:12][C:11]=2[C:10](=[O:16])[N:9]([CH2:17][O:18][C:19](=[O:24])[C:20]([CH3:23])([CH3:22])[CH3:21])[C:8]1=[O:25])=[O:4].[Cl:28]N1C(=O)CCC1=O, predict the reaction product. The product is: [Cl:28][C:13]1[NH:12][C:11]2[C:10](=[O:16])[N:9]([CH2:17][O:18][C:19](=[O:24])[C:20]([CH3:21])([CH3:23])[CH3:22])[C:8](=[O:25])[N:7]([CH2:6][O:5][C:3](=[O:4])[C:2]([CH3:27])([CH3:26])[CH3:1])[C:15]=2[N:14]=1. (6) Given the reactants [F:1][C:2]1[CH:10]=[CH:9][CH:8]=[C:7]2[C:3]=1[C:4]([CH2:11][C:12]([O:14]CC)=[O:13])=[CH:5][NH:6]2.Cl[CH2:18][C:19]1[CH:28]=[CH:27][C:22]([C:23]([NH:25][CH3:26])=[O:24])=[CH:21][CH:20]=1, predict the reaction product. The product is: [F:1][C:2]1[CH:10]=[CH:9][CH:8]=[C:7]2[C:3]=1[C:4]([CH2:11][C:12]([OH:14])=[O:13])=[CH:5][N:6]2[CH2:18][C:19]1[CH:20]=[CH:21][C:22]([C:23](=[O:24])[NH:25][CH3:26])=[CH:27][CH:28]=1. (7) Given the reactants [F:1][C:2]([F:14])([F:13])[O:3][C:4]1[CH:12]=[CH:11][C:7]([C:8](Cl)=[O:9])=[CH:6][CH:5]=1.[I:15][C:16]1[CH:22]=[C:21]([Br:23])[CH:20]=[CH:19][C:17]=1[NH2:18], predict the reaction product. The product is: [Br:23][C:21]1[CH:20]=[CH:19][C:17]([NH:18][C:8](=[O:9])[C:7]2[CH:11]=[CH:12][C:4]([O:3][C:2]([F:14])([F:13])[F:1])=[CH:5][CH:6]=2)=[C:16]([I:15])[CH:22]=1. (8) Given the reactants [NH2:1][NH2:2].[C:3](/[N:5]=[C:6](\SC)/[NH:7][C:8]1[CH:13]=[C:12]([Cl:14])[C:11]([CH:15]2CC2)=[C:10]([Cl:18])[CH:9]=1)#[N:4], predict the reaction product. The product is: [Cl:14][C:12]1[CH:13]=[C:8]([NH:7][C:6]2[N:5]=[C:3]([NH2:4])[NH:2][N:1]=2)[CH:9]=[C:10]([Cl:18])[C:11]=1[CH3:15]. (9) Given the reactants [Cl:1][C:2]1[CH:3]=[C:4]([CH:27]=[CH:28][C:29]=1[Cl:30])[O:5][CH:6]1[CH2:11][CH2:10][N:9]([CH2:12][C@H:13]([OH:26])[CH2:14][N:15]2C(=O)C3C(=CC=CC=3)C2=O)[CH2:8][CH2:7]1.O.NN, predict the reaction product. The product is: [NH2:15][CH2:14][C@@H:13]([OH:26])[CH2:12][N:9]1[CH2:10][CH2:11][CH:6]([O:5][C:4]2[CH:27]=[CH:28][C:29]([Cl:30])=[C:2]([Cl:1])[CH:3]=2)[CH2:7][CH2:8]1.